From a dataset of Forward reaction prediction with 1.9M reactions from USPTO patents (1976-2016). Predict the product of the given reaction. (1) Given the reactants Cl[C:2]1[N:7]=[C:6]([NH:8][C:9]([C:11]2([C:14]3[CH:24]=[CH:23][C:17]4[O:18][C:19]([F:22])([F:21])[O:20][C:16]=4[CH:15]=3)[CH2:13][CH2:12]2)=[O:10])[CH:5]=[CH:4][C:3]=1[CH2:25][CH3:26].[C:27]([O:31][C:32]([C:34]1[CH:39]=[CH:38][C:37](B(O)O)=[CH:36][CH:35]=1)=[O:33])([CH3:30])([CH3:29])[CH3:28].C(=O)([O-])[O-].[K+].[K+], predict the reaction product. The product is: [F:21][C:19]1([F:22])[O:18][C:17]2[CH:23]=[CH:24][C:14]([C:11]3([C:9]([NH:8][C:6]4[N:7]=[C:2]([C:37]5[CH:38]=[CH:39][C:34]([C:32]([O:31][C:27]([CH3:28])([CH3:29])[CH3:30])=[O:33])=[CH:35][CH:36]=5)[C:3]([CH2:25][CH3:26])=[CH:4][CH:5]=4)=[O:10])[CH2:13][CH2:12]3)=[CH:15][C:16]=2[O:20]1. (2) Given the reactants [C:1]([C:4]1[C:12]2[O:11][CH2:10][O:9][C:8]=2[CH:7]=[CH:6][CH:5]=1)(=[O:3])[CH3:2].[CH3:13][Mg]Cl, predict the reaction product. The product is: [O:9]1[C:8]2[CH:7]=[CH:6][CH:5]=[C:4]([C:1]([CH3:13])([OH:3])[CH3:2])[C:12]=2[O:11][CH2:10]1. (3) Given the reactants [O:1]=[C:2]1[C:7]2[NH:8][C:9]3[CH:10]=[CH:11][CH:12]=[CH:13][C:14]=3[C:6]=2[N:5]=[C:4]([S:15][CH2:16][C:17]([OH:19])=O)[N:3]1[C:20]1[CH:25]=[CH:24][CH:23]=[CH:22][CH:21]=1.[CH:26]1([NH2:34])[CH2:33][CH2:32][CH2:31][CH2:30][CH2:29][CH2:28][CH2:27]1.C(N(CC)CC)C.CN(C(ON1N=NC2C=CC=NC1=2)=[N+](C)C)C.F[P-](F)(F)(F)(F)F, predict the reaction product. The product is: [CH:26]1([NH:34][C:17](=[O:19])[CH2:16][S:15][C:4]2[N:3]([C:20]3[CH:21]=[CH:22][CH:23]=[CH:24][CH:25]=3)[C:2](=[O:1])[C:7]3[NH:8][C:9]4[CH:10]=[CH:11][CH:12]=[CH:13][C:14]=4[C:6]=3[N:5]=2)[CH2:33][CH2:32][CH2:31][CH2:30][CH2:29][CH2:28][CH2:27]1.